From a dataset of Forward reaction prediction with 1.9M reactions from USPTO patents (1976-2016). Predict the product of the given reaction. (1) The product is: [CH2:1]([N:8]1[CH2:9][C@H:10]([CH2:11][O:12][CH2:13][C:14]2[CH:19]=[CH:18][CH:17]=[CH:16][CH:15]=2)[O:20][C@H:23]([CH2:24][OH:25])[CH2:21]1)[C:2]1[CH:3]=[CH:4][CH:5]=[CH:6][CH:7]=1. Given the reactants [CH2:1]([NH:8][CH2:9][C@@H:10]([OH:20])[CH2:11][O:12][CH2:13][C:14]1[CH:19]=[CH:18][CH:17]=[CH:16][CH:15]=1)[C:2]1[CH:7]=[CH:6][CH:5]=[CH:4][CH:3]=1.[CH2:21]([C@@H:23]1[O:25][CH2:24]1)Cl, predict the reaction product. (2) Given the reactants I[C:2]1[CH:3]=[C:4]([CH:9]=[C:10]([N+:12]([O-:14])=[O:13])[CH:11]=1)[C:5]([O:7][CH3:8])=[O:6].B(O)(O)[C:16]1[CH:17]=[CH:18][C:19]([CH3:22])=[CH:20][CH:21]=1.C(=O)([O-])[O-].[Cs+].[Cs+], predict the reaction product. The product is: [CH3:22][C:19]1[CH:20]=[CH:21][C:16]([C:2]2[CH:11]=[C:10]([N+:12]([O-:14])=[O:13])[CH:9]=[C:4]([C:5]([O:7][CH3:8])=[O:6])[CH:3]=2)=[CH:17][CH:18]=1. (3) Given the reactants I[C:2]1[N:6]([CH3:7])[N:5]=[CH:4][CH:3]=1.[NH:8]1[CH:12]=[C:11]([C:13]([O:15][CH3:16])=[O:14])[N:10]=[CH:9]1.C(=O)([O-])[O-].[Cs+].[Cs+].N#N, predict the reaction product. The product is: [CH3:7][N:6]1[C:2]([N:8]2[CH:12]=[C:11]([C:13]([O:15][CH3:16])=[O:14])[N:10]=[CH:9]2)=[CH:3][CH:4]=[N:5]1. (4) The product is: [C:1]([C:5]1[O:9][CH:8]=[N:7][C:6]=1[CH:10]=[C:11]([OH:15])[C:12]([NH:28][C@H:29]([C:37](=[O:38])[NH2:39])[CH2:30][C:31]1[CH:36]=[CH:35][CH:34]=[CH:33][CH:32]=1)=[O:14])([CH3:2])([CH3:3])[CH3:4]. Given the reactants [C:1]([C:5]1[O:9][CH:8]=[N:7][C:6]=1[CH:10]=[C:11]([OH:15])[C:12]([OH:14])=O)([CH3:4])([CH3:3])[CH3:2].C1C=CC2N(O)N=NC=2C=1.O.Cl.[NH2:28][C@H:29]([C:37]([NH2:39])=[O:38])[CH2:30][C:31]1[CH:36]=[CH:35][CH:34]=[CH:33][CH:32]=1.C(N(CC)CC)C, predict the reaction product. (5) Given the reactants [Cl:1][C:2]([Cl:36])([Cl:35])[CH2:3][O:4][C:5](=[O:34])[NH:6][C:7]1[CH:12]=[CH:11][C:10]([S:13][C:14]2[CH:19]=[CH:18][C:17]([C:20](=[O:30])[N:21]([C:23]3[CH:28]=[CH:27][C:26]([F:29])=[CH:25][CH:24]=3)[CH3:22])=[CH:16][C:15]=2[N+:31]([O-])=O)=[CH:9][CH:8]=1.[NH4+].[Cl-], predict the reaction product. The product is: [Cl:35][C:2]([Cl:1])([Cl:36])[CH2:3][O:4][C:5](=[O:34])[NH:6][C:7]1[CH:12]=[CH:11][C:10]([S:13][C:14]2[CH:19]=[CH:18][C:17]([C:20](=[O:30])[N:21]([C:23]3[CH:28]=[CH:27][C:26]([F:29])=[CH:25][CH:24]=3)[CH3:22])=[CH:16][C:15]=2[NH2:31])=[CH:9][CH:8]=1.